From a dataset of Catalyst prediction with 721,799 reactions and 888 catalyst types from USPTO. Predict which catalyst facilitates the given reaction. (1) Reactant: Br[C:2]1[CH:9]=[CH:8][C:5]([CH:6]=[O:7])=[CH:4][N:3]=1.[C:10]([Cu])#[N:11]. Product: [CH:6]([C:5]1[CH:8]=[CH:9][C:2]([C:10]#[N:11])=[N:3][CH:4]=1)=[O:7]. The catalyst class is: 31. (2) Reactant: [CH2:1]([O:3][C:4](=[O:34])[CH2:5][CH2:6][CH2:7][CH2:8][CH2:9][CH2:10][N:11]1[C:15]2=[N:16][C:17]([C:27]3[CH:32]=[CH:31][C:30]([CH3:33])=[CH:29][CH:28]=3)=[C:18]([C:20]3[CH:25]=[CH:24][C:23]([CH3:26])=[CH:22][CH:21]=3)[N:19]=[C:14]2[CH:13]=[CH:12]1)[CH3:2].[Br:35]N1C(=O)CCC1=O. Product: [Br:35][C:13]1[C:14]2[C:15](=[N:16][C:17]([C:27]3[CH:28]=[CH:29][C:30]([CH3:33])=[CH:31][CH:32]=3)=[C:18]([C:20]3[CH:21]=[CH:22][C:23]([CH3:26])=[CH:24][CH:25]=3)[N:19]=2)[N:11]([CH2:10][CH2:9][CH2:8][CH2:7][CH2:6][CH2:5][C:4]([O:3][CH2:1][CH3:2])=[O:34])[CH:12]=1. The catalyst class is: 2. (3) Reactant: [Cl:1][C:2]1[C:9]([O:10][CH3:11])=[CH:8][CH:7]=[CH:6][C:3]=1[CH:4]=O.[CH3:12][S:13][CH2:14][S:15]([CH3:17])=[O:16]. Product: [Cl:1][C:2]1[C:3]([CH:4]=[C:14]([S:13][CH3:12])[S:15]([CH3:17])=[O:16])=[CH:6][CH:7]=[CH:8][C:9]=1[O:10][CH3:11]. The catalyst class is: 1. (4) Reactant: [O:1]([C:8]1[CH:9]=[C:10]([C:14]23[CH2:21][CH2:20][C:17](CO)([CH2:18][CH2:19]2)[CH2:16][O:15]3)[CH:11]=[CH:12][CH:13]=1)[C:2]1[CH:7]=[CH:6][CH:5]=[CH:4][CH:3]=1.[C:24]([O-])(O)=[O:25].[Na+].CC(OI1(OC(C)=O)(OC(C)=O)OC(=O)C2C=CC=CC1=2)=O. Product: [O:1]([C:8]1[CH:9]=[C:10]([C:14]23[CH2:19][CH2:18][C:17]([CH:16]=[O:15])([CH2:20][CH2:21]2)[O:25][CH2:24]3)[CH:11]=[CH:12][CH:13]=1)[C:2]1[CH:3]=[CH:4][CH:5]=[CH:6][CH:7]=1. The catalyst class is: 91. (5) Reactant: [CH3:1][CH2:2][N:3]([CH:7]([CH3:9])C)[CH:4]([CH3:6])C.N1CCCC1.BrC[C:17]1[CH:22]=[C:21]([N+:23]([O-:25])=[O:24])[CH:20]=C[C:18]=1[F:26].CCOC(C)=O. Product: [F:26][C:18]1[CH:17]=[CH:22][C:21]([N+:23]([O-:25])=[O:24])=[CH:20][C:9]=1[CH2:7][N:3]1[CH2:2][CH2:1][CH2:6][CH2:4]1. The catalyst class is: 1. (6) Reactant: Br[CH:2]([C:5]1[C:6]([F:20])=[C:7]([C:12]([C:14]2[CH:19]=[CH:18][CH:17]=[CH:16][CH:15]=2)=[O:13])[C:8]([Cl:11])=[CH:9][CH:10]=1)[CH2:3][CH3:4].[CH3:21][C:22]([NH2:26])([CH3:25])[CH2:23][OH:24]. Product: [C:12]([C:7]1[C:6]([F:20])=[C:5]([CH:2]([NH:26][C:22]([CH3:25])([CH3:21])[CH2:23][OH:24])[CH2:3][CH3:4])[CH:10]=[CH:9][C:8]=1[Cl:11])(=[O:13])[C:14]1[CH:19]=[CH:18][CH:17]=[CH:16][CH:15]=1. The catalyst class is: 3. (7) Reactant: [C:1](Cl)(=[O:8])[C:2]1[CH:7]=[CH:6][CH:5]=[CH:4][CH:3]=1.[CH3:10][N:11]1[C:17]2[CH:18]=[CH:19][CH:20]=[CH:21][C:16]=2[NH:15][CH:14]([CH2:22][C:23]([O:25][CH3:26])=[O:24])[C:13]2=[CH:27][CH:28]=[CH:29][N:12]12.C(N(CC)CC)C. Product: [CH3:10][N:11]1[C:17]2[CH:18]=[CH:19][CH:20]=[CH:21][C:16]=2[N:15]([C:1](=[O:8])[C:2]2[CH:7]=[CH:6][CH:5]=[CH:4][CH:3]=2)[CH:14]([CH2:22][C:23]([O:25][CH3:26])=[O:24])[C:13]2=[CH:27][CH:28]=[CH:29][N:12]12. The catalyst class is: 7.